Dataset: Forward reaction prediction with 1.9M reactions from USPTO patents (1976-2016). Task: Predict the product of the given reaction. (1) The product is: [NH2:23][C:21]1[NH:20][N:19]=[C:18]([NH:17][C:4]2[CH:3]=[C:2]([Cl:1])[C:7]([C:8]3[CH:13]=[CH:12][NH:11][C:10](=[O:14])[CH:9]=3)=[C:6]([Cl:16])[CH:5]=2)[N:22]=1. Given the reactants [Cl:1][C:2]1[CH:3]=[C:4]([NH:17][C:18]2[N:22]=[C:21]([NH2:23])[NH:20][N:19]=2)[CH:5]=[C:6]([Cl:16])[C:7]=1[C:8]1[CH:13]=[CH:12][N:11]=[C:10]([O:14]C)[CH:9]=1.Br, predict the reaction product. (2) Given the reactants CNC(=O)C1C=CC=C(C2C=CC(O[C@@H:17]3[C@@H:22]([OH:23])[C@@H:21]([OH:24])[C@H:20]([OH:25])[C@@H:19]([CH2:26][OH:27])[O:18]3)=C(C)C=2)C=1.Br[C:31]1[CH:36]=[CH:35][C:34]([OH:37])=[C:33]([O:38][CH3:39])[CH:32]=1.[CH3:40][O:41][C:42]([C:44]1[CH:45]=[C:46](B(O)O)[CH:47]=[CH:48][CH:49]=1)=[O:43], predict the reaction product. The product is: [CH3:39][O:38][C:33]1[CH:32]=[C:31]([C:48]2[CH:49]=[C:44]([CH:45]=[CH:46][CH:47]=2)[C:42]([O:41][CH3:40])=[O:43])[CH:36]=[CH:35][C:34]=1[O:37][C@@H:17]1[C@@H:22]([OH:23])[C@@H:21]([OH:24])[C@H:20]([OH:25])[C@@H:19]([CH2:26][OH:27])[O:18]1. (3) Given the reactants Br[CH2:2][C:3]1[CH:12]=[CH:11][C:6]([C:7]([O:9][CH3:10])=[O:8])=[CH:5][CH:4]=1.[N:13]1[C:17]2[CH:18]=[CH:19][CH:20]=[CH:21][C:16]=2[NH:15][CH:14]=1.C([O-])([O-])=O.[K+].[K+].O, predict the reaction product. The product is: [N:13]1([CH2:2][C:3]2[CH:12]=[CH:11][C:6]([C:7]([O:9][CH3:10])=[O:8])=[CH:5][CH:4]=2)[C:17]2[CH:18]=[CH:19][CH:20]=[CH:21][C:16]=2[N:15]=[CH:14]1. (4) Given the reactants [C:1]([O:5][C:6]([NH:8][CH2:9][CH:10]1[CH2:15][CH2:14][N:13]([CH2:16][C:17]2([C:23]([O-:25])=[O:24])[CH2:22][CH2:21][O:20][CH2:19][CH2:18]2)[CH2:12][CH2:11]1)=[O:7])([CH3:4])([CH3:3])[CH3:2].Cl, predict the reaction product. The product is: [C:1]([O:5][C:6]([NH:8][CH2:9][CH:10]1[CH2:11][CH2:12][N:13]([CH2:16][C:17]2([C:23]([OH:25])=[O:24])[CH2:18][CH2:19][O:20][CH2:21][CH2:22]2)[CH2:14][CH2:15]1)=[O:7])([CH3:4])([CH3:2])[CH3:3]. (5) The product is: [CH3:19][C:18]1[C:12]2[CH:11]([CH3:20])[CH:10]3[CH:14]([C:13]=2[S:16][CH:17]=1)[CH2:15][NH:8][CH2:9]3. Given the reactants C([N:8]1[CH2:15][CH:14]2[CH:10]([CH:11]([CH3:20])[C:12]3[C:18]([CH3:19])=[CH:17][S:16][C:13]=32)[CH2:9]1)C1C=CC=CC=1.C([O-])([O-])=O.[K+].[K+].CC(Cl)OC(Cl)=O, predict the reaction product. (6) Given the reactants [NH2:1][C:2]1[C:7]2[NH:8][C:9](=[O:19])[N:10]([CH2:11][C:12]3[CH:13]=[N:14][C:15]([CH3:18])=[CH:16][CH:17]=3)[C:6]=2[CH:5]=[C:4]([O:20][CH2:21][CH:22]2[CH2:27][CH2:26][O:25][CH2:24][CH2:23]2)[N:3]=1.[ClH:28], predict the reaction product. The product is: [ClH:28].[NH2:1][C:2]1[C:7]2[NH:8][C:9](=[O:19])[N:10]([CH2:11][C:12]3[CH:13]=[N:14][C:15]([CH3:18])=[CH:16][CH:17]=3)[C:6]=2[CH:5]=[C:4]([O:20][CH2:21][CH:22]2[CH2:27][CH2:26][O:25][CH2:24][CH2:23]2)[N:3]=1. (7) Given the reactants C(NC1C=CC(C2C=C3C(CN([C@@H](C(C)C)C(O)=O)C3=O)=CC=2)=CC=1)(=O)C1C=CC=CC=1.[CH2:33]([C:37]1[CH:38]=[CH:39][C:40]([C:43]([NH:45][C:46]2[CH:51]=[CH:50][C:49]([C:52]3[CH:60]=[C:59]4[C:55]([CH2:56][N:57]([C@@H:62]([CH:67]([CH3:69])[CH3:68])[C:63]([O:65]C)=[O:64])[C:58]4=[O:61])=[CH:54][CH:53]=3)=[CH:48][CH:47]=2)=[O:44])=[N:41][CH:42]=1)[CH2:34][CH2:35][CH3:36], predict the reaction product. The product is: [CH2:33]([C:37]1[CH:38]=[CH:39][C:40]([C:43]([NH:45][C:46]2[CH:47]=[CH:48][C:49]([C:52]3[CH:60]=[C:59]4[C:55]([CH2:56][N:57]([C@@H:62]([CH:67]([CH3:68])[CH3:69])[C:63]([OH:65])=[O:64])[C:58]4=[O:61])=[CH:54][CH:53]=3)=[CH:50][CH:51]=2)=[O:44])=[N:41][CH:42]=1)[CH2:34][CH2:35][CH3:36]. (8) Given the reactants C([O:3][C:4](=O)[CH2:5][C:6]1[N:7]=[C:8]([NH:11][C:12]([O:14][C:15]([CH3:18])([CH3:17])[CH3:16])=[O:13])[S:9][CH:10]=1)C.[BH4-].[Na+], predict the reaction product. The product is: [C:15]([O:14][C:12](=[O:13])[NH:11][C:8]1[S:9][CH:10]=[C:6]([CH2:5][CH2:4][OH:3])[N:7]=1)([CH3:18])([CH3:16])[CH3:17].